Dataset: Catalyst prediction with 721,799 reactions and 888 catalyst types from USPTO. Task: Predict which catalyst facilitates the given reaction. (1) Reactant: [N:1]1([CH2:6][CH2:7][CH2:8][O:9][C:10]2[CH:15]=[CH:14][C:13]([C:16]3([C:22]#[N:23])[CH2:21][CH2:20][O:19][CH2:18][CH2:17]3)=[CH:12][CH:11]=2)[CH2:5][CH2:4][CH2:3][CH2:2]1.ClCCCN1CC[S:31]CC1.C([O-])([O-])=O.[K+].[K+]. Product: [N:1]1([CH2:6][CH2:7][CH2:8][O:9][C:10]2[CH:15]=[CH:14][C:13]([C:16]3([C:22]#[N:23])[CH2:21][CH2:20][O:19][CH2:18][CH2:17]3)=[CH:12][CH:11]=2)[CH2:5][CH2:4][S:31][CH2:3][CH2:2]1. The catalyst class is: 3. (2) Reactant: [CH2:1]([O:8][C:9]1[CH:10]=[C:11]([CH2:15][C:16]([O:18]CC)=[O:17])[CH:12]=[CH:13][CH:14]=1)[C:2]1[CH:7]=[CH:6][CH:5]=[CH:4][CH:3]=1.[OH-].[Na+]. Product: [CH2:1]([O:8][C:9]1[CH:10]=[C:11]([CH2:15][C:16]([OH:18])=[O:17])[CH:12]=[CH:13][CH:14]=1)[C:2]1[CH:3]=[CH:4][CH:5]=[CH:6][CH:7]=1. The catalyst class is: 8.